From a dataset of Full USPTO retrosynthesis dataset with 1.9M reactions from patents (1976-2016). Predict the reactants needed to synthesize the given product. (1) Given the product [C:1]1([CH:7]([C:11]2[CH:16]=[CH:15][CH:14]=[CH:13][CH:12]=2)[C:8]([O:10][CH3:17])=[O:9])[CH:2]=[CH:3][CH:4]=[CH:5][CH:6]=1, predict the reactants needed to synthesize it. The reactants are: [C:1]1([CH:7]([C:11]2[CH:16]=[CH:15][CH:14]=[CH:13][CH:12]=2)[C:8]([OH:10])=[O:9])[CH:6]=[CH:5][CH:4]=[CH:3][CH:2]=1.[C:17](Cl)(=O)C(Cl)=O.CO. (2) Given the product [OH:14][C@@H:8]([CH2:7][CH:4]1[CH2:5][CH2:6][CH2:1][CH2:2][CH2:3]1)[C:9]([OH:11])=[O:10], predict the reactants needed to synthesize it. The reactants are: [CH2:1]1[CH2:6][CH2:5][CH:4]([CH2:7][C@H:8](N)[C:9]([OH:11])=[O:10])[CH2:3][CH2:2]1.N([O-])=[O:14].[Na+]. (3) The reactants are: C(OC([NH:8][CH2:9][CH2:10][NH:11][C@@H:12]([C:16]([O:18]C(C)(C)C)=[O:17])[CH:13]([CH3:15])[CH3:14])=O)(C)(C)C.[F:23][C:24]([F:29])([F:28])[C:25]([OH:27])=[O:26]. Given the product [F:23][C:24]([F:29])([F:28])[C:25]([OH:27])=[O:26].[F:23][C:24]([F:29])([F:28])[C:25]([OH:27])=[O:26].[NH2:8][CH2:9][CH2:10][NH:11][C@@H:12]([C:16]([OH:18])=[O:17])[CH:13]([CH3:14])[CH3:15], predict the reactants needed to synthesize it. (4) Given the product [Br:1][C:2]1[CH:7]=[CH:6][C:5]([F:8])=[CH:4][C:3]=1[S:9][CH3:10], predict the reactants needed to synthesize it. The reactants are: [Br:1][C:2]1[CH:7]=[CH:6][C:5]([F:8])=[CH:4][C:3]=1[SH:9].[C:10](=O)([O-])[O-].[K+].[K+].IC.